Dataset: Reaction yield outcomes from USPTO patents with 853,638 reactions. Task: Predict the reaction yield, written as a fraction of the theoretical maximum amount of product (1.0 means a 100% yield; for example, 0.34 means a 34% yield). (1) The reactants are [Br:1][C:2]1[CH:3]=[C:4]([CH:7]=[CH:8][CH:9]=1)[CH2:5]Br.Cl.[F:11][C:12]1([F:18])[CH2:17][CH2:16][NH:15][CH2:14][CH2:13]1.C(=O)([O-])[O-].[K+].[K+]. The catalyst is C(#N)C. The product is [Br:1][C:2]1[CH:3]=[C:4]([CH:7]=[CH:8][CH:9]=1)[CH2:5][N:15]1[CH2:16][CH2:17][C:12]([F:18])([F:11])[CH2:13][CH2:14]1. The yield is 0.990. (2) The reactants are [CH3:1][O:2][CH2:3][CH2:4][NH2:5].C(N(CC)C(C)C)(C)C.[CH3:15][S:16](Cl)(=[O:18])=[O:17]. The catalyst is C(Cl)Cl. The product is [CH3:1][O:2][CH2:3][CH2:4][NH:5][S:16]([CH3:15])(=[O:18])=[O:17]. The yield is 0.710. (3) The reactants are [C:1]([NH:4][CH2:5][CH2:6][C:7]1[CH:12]=[CH:11][C:10]([C:13]2[CH:14]=[C:15]3[C:19](=[C:20]([C:22]([NH2:24])=[O:23])[CH:21]=2)[NH:18][CH:17]=[C:16]3[CH:25]2[CH2:30][CH2:29][N:28]([S:31]([CH2:34][CH3:35])(=[O:33])=[O:32])[CH2:27][CH2:26]2)=[CH:9][CH:8]=1)(=[O:3])[CH3:2].Br[C:37]1[CH:42]=[CH:41]C(CCNC(=O)C)=[CH:39][CH:38]=1. No catalyst specified. The product is [CH:2]1([C:1]([NH:4][CH2:5][CH2:6][C:7]2[CH:12]=[CH:11][C:10]([C:13]3[CH:14]=[C:15]4[C:19](=[C:20]([C:22]([NH2:24])=[O:23])[CH:21]=3)[NH:18][CH:17]=[C:16]4[CH:25]3[CH2:30][CH2:29][N:28]([S:31]([CH2:34][CH3:35])(=[O:32])=[O:33])[CH2:27][CH2:26]3)=[CH:9][CH:8]=2)=[O:3])[CH2:41][CH2:42][CH2:37][CH2:38][CH2:39]1. The yield is 0.525. (4) The reactants are Br[C:2]1[CH:7]=[CH:6][C:5]([O:8]C)=[CH:4][C:3]=1[N+:10]([O-:12])=[O:11].C[O:14][C:15]1[CH:22]=[CH:21][C:18]([CH:19]=[CH2:20])=[CH:17][CH:16]=1.C(N(CC)C(C)C)(C)C. The catalyst is C(#N)C.C([O-])(=O)C.[Pd+2].C([O-])(=O)C.C1(C2C=CC=CC=2)C=CC=CC=1P(C(C)(C)C)C(C)(C)C. The product is [N+:10]([C:3]1[CH:4]=[C:5]([OH:8])[CH:6]=[CH:7][C:2]=1/[CH:20]=[CH:19]/[C:18]1[CH:21]=[CH:22][C:15]([OH:14])=[CH:16][CH:17]=1)([O-:12])=[O:11]. The yield is 0.720.